This data is from Forward reaction prediction with 1.9M reactions from USPTO patents (1976-2016). The task is: Predict the product of the given reaction. Given the reactants [CH2:1]([O:8][CH2:9][CH:10]=[CH:11][CH2:12][C@H:13]1[CH2:17][C@H:16]([C:18]2[CH:23]=[CH:22][C:21]([F:24])=[CH:20][CH:19]=2)[O:15][C:14]1=[O:25])[C:2]1[CH:7]=[CH:6][CH:5]=[CH:4][CH:3]=1.[OH-:26].[K+], predict the reaction product. The product is: [CH2:1]([O:8][CH2:9][CH:10]=[CH:11][CH2:12][C@@H:13]([CH2:17][C@H:16]([C:18]1[CH:23]=[CH:22][C:21]([F:24])=[CH:20][CH:19]=1)[OH:15])[C:14]([OH:25])=[O:26])[C:2]1[CH:7]=[CH:6][CH:5]=[CH:4][CH:3]=1.